From a dataset of Catalyst prediction with 721,799 reactions and 888 catalyst types from USPTO. Predict which catalyst facilitates the given reaction. (1) Reactant: [CH3:1][C:2]([CH3:6])([CH3:5])[CH2:3][OH:4].Cl[C:8]1[C:17]2[C:12](=[CH:13][CH:14]=[C:15]([I:18])[CH:16]=2)[N:11]=[CH:10][C:9]=1[C:19]#[N:20].[H-].[K+]. Product: [CH3:1][C:2]([CH3:6])([CH3:5])[CH2:3][O:4][C:8]1[C:17]2[C:12](=[CH:13][CH:14]=[C:15]([I:18])[CH:16]=2)[N:11]=[CH:10][C:9]=1[C:19]#[N:20]. The catalyst class is: 1. (2) Reactant: Br[C:2]1[C:7](=[O:8])[N:6]([CH3:9])[C:5]([Cl:10])=[C:4]([C:11]([O:13][CH3:14])=[O:12])[CH:3]=1.O1CCOC[CH2:16]1. Product: [Cl:10][C:5]1[N:6]([CH3:9])[C:7](=[O:8])[C:2]([CH3:16])=[CH:3][C:4]=1[C:11]([O:13][CH3:14])=[O:12]. The catalyst class is: 140. (3) Reactant: [C:1]([O:5][C:6]([NH:8][CH:9]([CH2:13][C:14]1[C:19]([CH3:20])=[CH:18][C:17]([C:21](=[O:23])[NH2:22])=[CH:16][C:15]=1[CH3:24])[C:10](O)=[O:11])=[O:7])([CH3:4])([CH3:3])[CH3:2].ON1C2C=CC=CC=2N=N1.[C:35]1([C:41]2[N:42]=[C:43]([CH:46]3[CH2:51][CH2:50][CH2:49][CH2:48][NH:47]3)[NH:44][CH:45]=2)[CH:40]=[CH:39][CH:38]=[CH:37][CH:36]=1.CN(C)CCCCN=C=NCC.C(O)(=O)CC(CC(O)=O)(C(O)=O)O. Product: [C:1]([O:5][C:6](=[O:7])[NH:8][CH:9]([CH2:13][C:14]1[C:19]([CH3:20])=[CH:18][C:17]([C:21](=[O:23])[NH2:22])=[CH:16][C:15]=1[CH3:24])[C:10](=[O:11])[N:47]1[CH2:48][CH2:49][CH2:50][CH2:51][CH:46]1[C:43]1[NH:44][CH:45]=[C:41]([C:35]2[CH:40]=[CH:39][CH:38]=[CH:37][CH:36]=2)[N:42]=1)([CH3:3])([CH3:4])[CH3:2]. The catalyst class is: 3.